Dataset: Experimentally validated miRNA-target interactions with 360,000+ pairs, plus equal number of negative samples. Task: Binary Classification. Given a miRNA mature sequence and a target amino acid sequence, predict their likelihood of interaction. (1) The miRNA is bta-miR-181a with sequence AACAUUCAACGCUGUCGGUGAGUU. Result: 0 (no interaction). The protein sequence of the target gene is MATAACEPVARPSLTSISSGELRSLWTCDCELALLPLSQLLRLQPGAFQLRGEQLLVPGPGEPAAARGGFNVFGDGLVRLEGQLYRLSSYIKRYVELTNYCDYKDYRETILSKPMVFFINVQTKKDISKERTYAFLVNTRHPKIRRQIEQGMDMVISSVIGESYRLQFDFQEVVKNFFPPGTIVLNGENLSFTYEFKADALFDFFYWFGLSNSTVKVHGKVLNLTSTNPEKKETIKLFLEKMSEPLIRRSSFSDRKFSVTSRGSIDDVFNCNLSPRSSVTEPLLAEFSFPSLLECEETSS.... (2) Result: 0 (no interaction). The miRNA is mmu-miR-3069-5p with sequence UUGGCAGUCAAGAUAUUGUUUAGC. The protein sequence of the target gene is MPPKAPRRAAAAEPPPPPPPPPREDDPAQDSGPEELPLARLEFEEIEEPEFIALCQKLKVPDHVRERAWLTWEKVSSVDGILEGYIQKKKELWGICIFIAAVDLDEMPFTFTELQKSIETSVYKFFDLLKEIDTSTKVDNAMSRLLKKYNVLCALYSKLERTCELIYLTQPSSALSTEINSMLVLKISWITFLLAKGEVLQMEDDLVISFQLMLCVVDYFIKFSPPALLREPYKTAAIPINGSPRTPRRGQNRSARIAKQLENDTRIIEVLCKEHECNIDEVKNVYFKNFIPFINSLGIV....